Dataset: Merck oncology drug combination screen with 23,052 pairs across 39 cell lines. Task: Regression. Given two drug SMILES strings and cell line genomic features, predict the synergy score measuring deviation from expected non-interaction effect. (1) Drug 1: CCC1=CC2CN(C1)Cc1c([nH]c3ccccc13)C(C(=O)OC)(c1cc3c(cc1OC)N(C)C1C(O)(C(=O)OC)C(OC(C)=O)C4(CC)C=CCN5CCC31C54)C2. Drug 2: COC1CC2CCC(C)C(O)(O2)C(=O)C(=O)N2CCCCC2C(=O)OC(C(C)CC2CCC(OP(C)(C)=O)C(OC)C2)CC(=O)C(C)C=C(C)C(O)C(OC)C(=O)C(C)CC(C)C=CC=CC=C1C. Cell line: LOVO. Synergy scores: synergy=18.0. (2) Drug 1: CN(C)C(=N)N=C(N)N. Drug 2: CNC(=O)c1cc(Oc2ccc(NC(=O)Nc3ccc(Cl)c(C(F)(F)F)c3)cc2)ccn1. Cell line: MSTO. Synergy scores: synergy=-9.14. (3) Drug 1: N#Cc1ccc(Cn2cncc2CN2CCN(c3cccc(Cl)c3)C(=O)C2)cc1. Drug 2: Cc1nc(Nc2ncc(C(=O)Nc3c(C)cccc3Cl)s2)cc(N2CCN(CCO)CC2)n1. Cell line: NCIH460. Synergy scores: synergy=22.4. (4) Synergy scores: synergy=-7.38. Drug 1: O=C(CCCCCCC(=O)Nc1ccccc1)NO. Drug 2: NC1CCCCC1N.O=C(O)C(=O)O.[Pt+2]. Cell line: RPMI7951. (5) Drug 1: COc1cc(C2c3cc4c(cc3C(OC3OC5COC(C)OC5C(O)C3O)C3COC(=O)C23)OCO4)cc(OC)c1O. Drug 2: CS(=O)(=O)CCNCc1ccc(-c2ccc3ncnc(Nc4ccc(OCc5cccc(F)c5)c(Cl)c4)c3c2)o1. Cell line: SKMES1. Synergy scores: synergy=17.7. (6) Drug 1: COc1cccc2c1C(=O)c1c(O)c3c(c(O)c1C2=O)CC(O)(C(=O)CO)CC3OC1CC(N)C(O)C(C)O1. Drug 2: CC(C)CC(NC(=O)C(Cc1ccccc1)NC(=O)c1cnccn1)B(O)O. Cell line: OVCAR3. Synergy scores: synergy=-16.0. (7) Drug 1: CCc1c2c(nc3ccc(O)cc13)-c1cc3c(c(=O)n1C2)COC(=O)C3(O)CC. Drug 2: Cn1cc(-c2cnn3c(N)c(Br)c(C4CCCNC4)nc23)cn1. Cell line: NCIH460. Synergy scores: synergy=-5.44. (8) Drug 1: N.N.O=C(O)C1(C(=O)O)CCC1.[Pt]. Drug 2: Cc1nc(Nc2ncc(C(=O)Nc3c(C)cccc3Cl)s2)cc(N2CCN(CCO)CC2)n1. Cell line: NCIH23. Synergy scores: synergy=5.14. (9) Drug 1: O=S1(=O)NC2(CN1CC(F)(F)F)C1CCC2Cc2cc(C=CCN3CCC(C(F)(F)F)CC3)ccc2C1. Drug 2: CN(Cc1cnc2nc(N)nc(N)c2n1)c1ccc(C(=O)NC(CCC(=O)O)C(=O)O)cc1. Cell line: NCIH460. Synergy scores: synergy=-19.7.